Dataset: Forward reaction prediction with 1.9M reactions from USPTO patents (1976-2016). Task: Predict the product of the given reaction. (1) The product is: [ClH:11].[Cl:11][CH2:7][C:4]1[N:5]=[CH:6][N:2]([CH3:1])[N:3]=1. Given the reactants [CH3:1][N:2]1[CH:6]=[N:5][C:4]([CH2:7]O)=[N:3]1.O=S(Cl)[Cl:11], predict the reaction product. (2) The product is: [CH2:12]([O:11][C:5]1[CH:6]=[CH:7][C:8]([Cl:10])=[CH:9][C:4]=1[N+:1]([O-:3])=[O:2])[C:13]1[CH:18]=[CH:17][CH:16]=[CH:15][CH:14]=1. Given the reactants [N+:1]([C:4]1[CH:9]=[C:8]([Cl:10])[CH:7]=[CH:6][C:5]=1[OH:11])([O-:3])=[O:2].[CH2:12](Br)[C:13]1[CH:18]=[CH:17][CH:16]=[CH:15][CH:14]=1.C(=O)([O-])[O-].[K+].[K+].CN(C=O)C, predict the reaction product.